This data is from Reaction yield outcomes from USPTO patents with 853,638 reactions. The task is: Predict the reaction yield, written as a fraction of the theoretical maximum amount of product (1.0 means a 100% yield; for example, 0.34 means a 34% yield). (1) The reactants are [OH:1][C:2]1[CH:7]=[CH:6][C:5]([C:8]([C:10]2[CH:15]=[CH:14][C:13]([OH:16])=[CH:12][CH:11]=2)=O)=[CH:4][CH:3]=1.[C:17]([C:23]1[CH:24]=[C:25]([O:29][CH2:30][C:31]([O:33][CH2:34][CH3:35])=[O:32])[CH:26]=[CH:27][CH:28]=1)(=O)[CH2:18][CH2:19][CH2:20][CH3:21]. No catalyst specified. The product is [CH2:34]([O:33][C:31](=[O:32])[CH2:30][O:29][C:25]1[CH:26]=[CH:27][CH:28]=[C:23]([C:17]([CH2:18][CH2:19][CH2:20][CH3:21])=[C:8]([C:10]2[CH:15]=[CH:14][C:13]([OH:16])=[CH:12][CH:11]=2)[C:5]2[CH:6]=[CH:7][C:2]([OH:1])=[CH:3][CH:4]=2)[CH:24]=1)[CH3:35]. The yield is 0.410. (2) The reactants are [CH3:1][C:2]1[CH:11]=[CH:10][C:9]2[C:4](=[CH:5][CH:6]=[CH:7][C:8]=2[O:12][CH2:13][CH2:14][N:15]2[CH2:20][CH2:19][NH:18][CH2:17][CH2:16]2)[N:3]=1.[C:21]([NH:24][C:25]1[CH:26]=[C:27]([CH:30]=[CH:31][CH:32]=1)[CH:28]=O)(=[O:23])[CH3:22].C(O[BH-](OC(=O)C)OC(=O)C)(=O)C.[Na+].C([O-])(O)=O.[Na+]. The catalyst is ClCCCl. The product is [CH3:1][C:2]1[CH:11]=[CH:10][C:9]2[C:4](=[CH:5][CH:6]=[CH:7][C:8]=2[O:12][CH2:13][CH2:14][N:15]2[CH2:20][CH2:19][N:18]([CH2:28][C:27]3[CH:26]=[C:25]([NH:24][C:21](=[O:23])[CH3:22])[CH:32]=[CH:31][CH:30]=3)[CH2:17][CH2:16]2)[N:3]=1. The yield is 0.550.